This data is from Catalyst prediction with 721,799 reactions and 888 catalyst types from USPTO. The task is: Predict which catalyst facilitates the given reaction. (1) Reactant: [Cl:1][C:2]1[S:6][C:5]([S:7]([NH2:10])(=[O:9])=[O:8])=[CH:4][CH:3]=1.[OH-].[Na+].Cl[C:14]([O:16][CH2:17][C:18]([Cl:21])([Cl:20])[Cl:19])=[O:15].Cl. Product: [Cl:1][C:2]1[S:6][C:5]([S:7]([NH:10][C:14](=[O:15])[O:16][CH2:17][C:18]([Cl:21])([Cl:20])[Cl:19])(=[O:9])=[O:8])=[CH:4][CH:3]=1. The catalyst class is: 232. (2) Reactant: O=P12OP3(OP(OP(O3)(O1)=O)(=O)O2)=O.[NH2:15][C:16]1[CH:21]=[C:20]([Br:22])[CH:19]=[CH:18][C:17]=1[OH:23].[C:24](O)(=O)/[CH:25]=[CH:26]/[C:27]1[CH:32]=[CH:31][CH:30]=[CH:29][CH:28]=1.[OH-].[Na+]. Product: [Br:22][C:20]1[CH:19]=[CH:18][C:17]2[O:23][C:24](/[CH:25]=[CH:26]/[C:27]3[CH:32]=[CH:31][CH:30]=[CH:29][CH:28]=3)=[N:15][C:16]=2[CH:21]=1. The catalyst class is: 501.